Dataset: Catalyst prediction with 721,799 reactions and 888 catalyst types from USPTO. Task: Predict which catalyst facilitates the given reaction. (1) Reactant: [Si:1]([O:8][C@@H:9]1[C@@:37]2([CH3:38])[C:13](=[CH:14][CH:15]=[C:16]3[C@@H:36]2[CH2:35][CH2:34][C@@:33]2([CH3:39])[C@H:17]3[CH2:18][CH:19]=[C:20]2[C@@H:21]([S:23][C:24](OC2C=CC=CC=2)=O)[CH3:22])[CH2:12][C@@H:11]([OH:40])[CH2:10]1)([C:4]([CH3:7])([CH3:6])[CH3:5])([CH3:3])[CH3:2].[CH3:41][C:42]1([O:45]C1)[CH3:43].O1CCCC1.[OH-].[K+]. Product: [Si:1]([O:8][C@@H:9]1[C@@:37]2([CH3:38])[C:13](=[CH:14][CH:15]=[C:16]3[C@@H:36]2[CH2:35][CH2:34][C@@:33]2([CH3:39])[C@H:17]3[CH2:18][CH:19]=[C:20]2[C@@H:21]([S:23][CH2:24][C:42]([OH:45])([CH3:43])[CH3:41])[CH3:22])[CH2:12][C@@H:11]([OH:40])[CH2:10]1)([C:4]([CH3:6])([CH3:5])[CH3:7])([CH3:3])[CH3:2]. The catalyst class is: 5. (2) Reactant: [H-].[Na+].[CH3:3][N:4]([CH2:6][C:7]1[CH:12]=[CH:11][C:10]([OH:13])=[C:9]([CH3:14])[CH:8]=1)[CH3:5].CS(O[CH:20]1[CH2:23][N:22]([C:24]([O:26][C:27]([CH3:30])([CH3:29])[CH3:28])=[O:25])[CH2:21]1)(=O)=O.O. Product: [CH:24]([OH:26])=[O:25].[CH3:5][N:4]([CH2:6][C:7]1[CH:12]=[CH:11][C:10]([O:13][CH:20]2[CH2:21][N:22]([C:24]([O:26][C:27]([CH3:30])([CH3:29])[CH3:28])=[O:25])[CH2:23]2)=[C:9]([CH3:14])[CH:8]=1)[CH3:3]. The catalyst class is: 3.